Regression. Given two drug SMILES strings and cell line genomic features, predict the synergy score measuring deviation from expected non-interaction effect. From a dataset of NCI-60 drug combinations with 297,098 pairs across 59 cell lines. (1) Drug 1: CC1=C2C(C(=O)C3(C(CC4C(C3C(C(C2(C)C)(CC1OC(=O)C(C(C5=CC=CC=C5)NC(=O)OC(C)(C)C)O)O)OC(=O)C6=CC=CC=C6)(CO4)OC(=O)C)OC)C)OC. Drug 2: CCCS(=O)(=O)NC1=C(C(=C(C=C1)F)C(=O)C2=CNC3=C2C=C(C=N3)C4=CC=C(C=C4)Cl)F. Cell line: SNB-75. Synergy scores: CSS=35.3, Synergy_ZIP=8.41, Synergy_Bliss=3.06, Synergy_Loewe=-35.0, Synergy_HSA=2.42. (2) Drug 1: CNC(=O)C1=NC=CC(=C1)OC2=CC=C(C=C2)NC(=O)NC3=CC(=C(C=C3)Cl)C(F)(F)F. Drug 2: C1C(C(OC1N2C=NC3=C2NC=NCC3O)CO)O. Cell line: SW-620. Synergy scores: CSS=-20.5, Synergy_ZIP=7.71, Synergy_Bliss=0.350, Synergy_Loewe=-16.8, Synergy_HSA=-16.6. (3) Drug 1: CC1=C(C=C(C=C1)C(=O)NC2=CC(=CC(=C2)C(F)(F)F)N3C=C(N=C3)C)NC4=NC=CC(=N4)C5=CN=CC=C5. Drug 2: CC=C1C(=O)NC(C(=O)OC2CC(=O)NC(C(=O)NC(CSSCCC=C2)C(=O)N1)C(C)C)C(C)C. Cell line: HCT-15. Synergy scores: CSS=-1.62, Synergy_ZIP=0.831, Synergy_Bliss=-1.61, Synergy_Loewe=-1.62, Synergy_HSA=-3.67. (4) Drug 1: CC1=C(C=C(C=C1)C(=O)NC2=CC(=CC(=C2)C(F)(F)F)N3C=C(N=C3)C)NC4=NC=CC(=N4)C5=CN=CC=C5. Drug 2: C1CC(=O)NC(=O)C1N2C(=O)C3=CC=CC=C3C2=O. Cell line: RPMI-8226. Synergy scores: CSS=10.2, Synergy_ZIP=-2.12, Synergy_Bliss=-0.225, Synergy_Loewe=7.72, Synergy_HSA=2.88.